Task: Predict which catalyst facilitates the given reaction.. Dataset: Catalyst prediction with 721,799 reactions and 888 catalyst types from USPTO (1) Reactant: [O:1]1[CH:6]([CH2:7][N:8]2[CH2:13][CH2:12][N:11]([C:14]3[CH:23]=[CH:22][CH:21]=[CH:20][C:15]=3[C:16](OC)=[O:17])[CH2:10][CH2:9]2)[CH2:5][O:4][C:3]2[CH:24]=[CH:25][CH:26]=[CH:27][C:2]1=2.[H-].[H-].[H-].[H-].[Li+].[Al+3].[OH-].[Na+]. Product: [O:1]1[CH:6]([CH2:7][N:8]2[CH2:13][CH2:12][N:11]([C:14]3[CH:23]=[CH:22][CH:21]=[CH:20][C:15]=3[CH2:16][OH:17])[CH2:10][CH2:9]2)[CH2:5][O:4][C:3]2[CH:24]=[CH:25][CH:26]=[CH:27][C:2]1=2. The catalyst class is: 1. (2) Reactant: [Cl:1][C:2]1[CH:3]=[C:4]([NH:9][C:10]2[N:15]=[C:14]([N:16]3[CH:20]=[CH:19][C:18]([C:21]([F:24])([F:23])[F:22])=[N:17]3)[C:13]([C:25]3[CH:26]=[C:27]([S:31]([CH2:34][C:35]([O:37]C(C)(C)C)=[O:36])(=[O:33])=[O:32])[CH:28]=[CH:29][CH:30]=3)=[CH:12][N:11]=2)[CH:5]=[CH:6][C:7]=1[F:8].FC(F)(F)C(O)=O. Product: [Cl:1][C:2]1[CH:3]=[C:4]([NH:9][C:10]2[N:15]=[C:14]([N:16]3[CH:20]=[CH:19][C:18]([C:21]([F:22])([F:24])[F:23])=[N:17]3)[C:13]([C:25]3[CH:26]=[C:27]([S:31]([CH2:34][C:35]([OH:37])=[O:36])(=[O:33])=[O:32])[CH:28]=[CH:29][CH:30]=3)=[CH:12][N:11]=2)[CH:5]=[CH:6][C:7]=1[F:8]. The catalyst class is: 1. (3) Reactant: [CH3:1][N:2]1[C:11]2[C:6](=[CH:7][C:8]([C:18]#[N:19])=[C:9]([C:12]3[CH:13]=[N:14][N:15]([CH3:17])[CH:16]=3)[CH:10]=2)[N:5]([C:20]2[C:24]3[CH2:25][NH:26][CH2:27][CH2:28][C:23]=3[N:22]([CH:29]3[CH2:34][CH2:33][O:32][CH2:31][CH2:30]3)[N:21]=2)[CH2:4][CH2:3]1.C(N(CC)CC)C.[C:42](OC(=O)C)(=[O:44])[CH3:43]. Product: [C:42]([N:26]1[CH2:27][CH2:28][C:23]2[N:22]([CH:29]3[CH2:34][CH2:33][O:32][CH2:31][CH2:30]3)[N:21]=[C:20]([N:5]3[C:6]4[C:11](=[CH:10][C:9]([C:12]5[CH:13]=[N:14][N:15]([CH3:17])[CH:16]=5)=[C:8]([C:18]#[N:19])[CH:7]=4)[N:2]([CH3:1])[CH2:3][CH2:4]3)[C:24]=2[CH2:25]1)(=[O:44])[CH3:43]. The catalyst class is: 2. (4) Reactant: [Cl:1][C:2]1[CH:3]=[CH:4][C:5]([O:12][CH3:13])=[C:6]([S:8](Cl)(=[O:10])=[O:9])[CH:7]=1.C([N:16](CC)CC)C.[NH2:21][C@@H:22]1[CH2:26][CH2:25][N:24]([C:27](OC(C)(C)C)=O)[CH2:23]1.CCN(C(C)C)C(C)C.BrC#N. Product: [Cl:1][C:2]1[CH:3]=[CH:4][C:5]([O:12][CH3:13])=[C:6]([S:8]([NH:21][C@@H:22]2[CH2:26][CH2:25][N:24]([C:27]#[N:16])[CH2:23]2)(=[O:10])=[O:9])[CH:7]=1. The catalyst class is: 34.